Dataset: Forward reaction prediction with 1.9M reactions from USPTO patents (1976-2016). Task: Predict the product of the given reaction. (1) Given the reactants Br[C:2]1[C:7]2[NH:8][C:9](=[O:30])[N:10]([C:12]3[CH:21]=[C:20]4[C:15]([CH2:16][CH2:17][CH:18]([C:22]5[C:27]([F:28])=[CH:26][CH:25]=[CH:24][N:23]=5)[O:19]4)=[CH:14][C:13]=3[Cl:29])[CH2:11][C:6]=2[C:5]([Cl:31])=[CH:4][N:3]=1.[CH3:32][N:33]1[CH:37]=[C:36](B2OC(C)(C)C(C)(C)O2)[CH:35]=[N:34]1.C(=O)([O-])[O-].[Na+].[Na+].O, predict the reaction product. The product is: [Cl:31][C:5]1[C:6]2[CH2:11][N:10]([C:12]3[CH:21]=[C:20]4[C:15]([CH2:16][CH2:17][CH:18]([C:22]5[C:27]([F:28])=[CH:26][CH:25]=[CH:24][N:23]=5)[O:19]4)=[CH:14][C:13]=3[Cl:29])[C:9](=[O:30])[NH:8][C:7]=2[C:2]([C:36]2[CH:35]=[N:34][N:33]([CH3:32])[CH:37]=2)=[N:3][CH:4]=1. (2) Given the reactants Cl.[C:2]([CH2:21][CH2:22][S:23][CH2:24][CH2:25][NH:26]C=O)([C:5]([C:8]([C:11]([C:14]([C:17]([F:20])([F:19])[F:18])([F:16])[F:15])([F:13])[F:12])([F:10])[F:9])([F:7])[F:6])([F:4])[F:3].[OH-].[Na+], predict the reaction product. The product is: [C:2]([CH2:21][CH2:22][S:23][CH2:24][CH2:25][NH2:26])([C:5]([C:8]([C:11]([C:14]([C:17]([F:18])([F:19])[F:20])([F:15])[F:16])([F:13])[F:12])([F:10])[F:9])([F:7])[F:6])([F:4])[F:3]. (3) Given the reactants Br[C:2]1[CH:3]=[C:4]([C:8]2([CH3:16])[N:13]=[C:12]([O:14][CH3:15])[CH2:11][O:10][CH2:9]2)[CH:5]=[CH:6][CH:7]=1.C(P(C(C)(C)C)C1C=CC=CC=1C1C(C(C)C)=CC(C(C)C)=CC=1C(C)C)(C)(C)C.[Cl:47][C:48]1[CH:49]=[C:50]([CH:53]=[CH:54][CH:55]=1)[CH2:51][NH2:52], predict the reaction product. The product is: [Cl:47][C:48]1[CH:49]=[C:50]([CH:53]=[CH:54][CH:55]=1)[CH2:51][NH:52][C:2]1[CH:7]=[CH:6][CH:5]=[C:4]([C:8]2([CH3:16])[N:13]=[C:12]([O:14][CH3:15])[CH2:11][O:10][CH2:9]2)[CH:3]=1. (4) Given the reactants [N:1]1[CH:6]=[CH:5][CH:4]=[CH:3][C:2]=1[CH2:7][N:8]1[CH:12]=[CH:11][C:10](/[CH:13]=[C:14]2\[CH2:15][N:16]([C:21]([C:34]3[CH:39]=[CH:38][CH:37]=[CH:36][CH:35]=3)([C:28]3[CH:33]=[CH:32][CH:31]=[CH:30][CH:29]=3)[C:22]3[CH:27]=[CH:26][CH:25]=[CH:24][CH:23]=3)[CH2:17][CH2:18][C:19]\2=[O:20])=[N:9]1.[BH4-].[Na+], predict the reaction product. The product is: [N:1]1[CH:6]=[CH:5][CH:4]=[CH:3][C:2]=1[CH2:7][N:8]1[CH:12]=[CH:11][C:10](/[CH:13]=[C:14]2\[CH2:15][N:16]([C:21]([C:34]3[CH:35]=[CH:36][CH:37]=[CH:38][CH:39]=3)([C:28]3[CH:29]=[CH:30][CH:31]=[CH:32][CH:33]=3)[C:22]3[CH:23]=[CH:24][CH:25]=[CH:26][CH:27]=3)[CH2:17][CH2:18][CH:19]\2[OH:20])=[N:9]1. (5) The product is: [C:1]([C:3]1[C:4](=[O:5])[NH:6][C:16]([C:17]([F:22])([F:23])[C:18]([F:19])([F:20])[F:21])=[C:15]([C:14]([O:13][CH2:11][CH3:12])=[O:29])[CH:25]=1)#[N:2]. Given the reactants [C:1]([CH2:3][C:4]([NH2:6])=[O:5])#[N:2].CC[O-].[Na+].[CH2:11]([O:13][C:14](=[O:29])[C:15](=[CH:25]N(C)C)[C:16](=O)[C:17]([F:23])([F:22])[C:18]([F:21])([F:20])[F:19])[CH3:12].CC(O)=O, predict the reaction product. (6) Given the reactants [Li][CH2:2]CCC.[CH:6]([C@H:8]1[O:16][C@H:15]2[C@H:11]([N:12]=[C:13]([N:17]([CH3:25])[C:18](=[O:24])[O:19][C:20]([CH3:23])([CH3:22])[CH3:21])[S:14]2)[C@@H:10]([O:26][CH2:27][C:28]2[CH:33]=[CH:32][C:31]([O:34][CH3:35])=[CH:30][CH:29]=2)[C@@H:9]1[O:36][CH2:37][C:38]1[CH:43]=[CH:42][C:41]([O:44][CH3:45])=[CH:40][CH:39]=1)=O.OC[C@H]1O[C@H]2[C@H](N=C(N(C)C(=O)OC(C)(C)C)S2)[C@@H](OCC2C=CC(OC)=CC=2)[C@@H]1OCC1C=CC(OC)=CC=1.CN(C)C1S[C@H]2O[C@H](CO)[C@@H](OCC3C=CC(OC)=CC=3)[C@H](OCC3C=CC(OC)=CC=3)[C@H]2N=1, predict the reaction product. The product is: [CH3:45][O:44][C:41]1[CH:42]=[CH:43][C:38]([CH2:37][O:36][C@@H:9]2[C@@H:8]([CH:6]=[CH2:2])[O:16][C@H:15]3[C@H:11]([N:12]=[C:13]([N:17]([CH3:25])[C:18](=[O:24])[O:19][C:20]([CH3:21])([CH3:22])[CH3:23])[S:14]3)[C@H:10]2[O:26][CH2:27][C:28]2[CH:33]=[CH:32][C:31]([O:34][CH3:35])=[CH:30][CH:29]=2)=[CH:39][CH:40]=1. (7) The product is: [Cl:5][CH2:6][CH2:7][CH2:8][N:9]([CH2:10][C:11]1[CH:12]=[N:13][C:14]([Cl:17])=[CH:15][CH:16]=1)[C:19]1[CH2:21][O:22][C:23](=[O:24])[CH:18]=1. Given the reactants C(O)(=O)C.[Cl:5][CH2:6][CH2:7][CH2:8][NH:9][CH2:10][C:11]1[CH:12]=[N:13][C:14]([Cl:17])=[CH:15][CH:16]=1.[CH2:18]1[C:23](=[O:24])[O:22][CH2:21][C:19]1=O.O, predict the reaction product. (8) Given the reactants [C:1]([O:5][C:6](=[O:22])[NH:7][C@H:8]([CH2:12][C:13]1[CH:18]=[C:17]([F:19])[C:16]([F:20])=[CH:15][C:14]=1[F:21])[CH2:9][CH:10]=O)([CH3:4])([CH3:3])[CH3:2].[C:23]1([CH:29]2[CH2:34][CH2:33][CH2:32][NH:31][CH2:30]2)[CH:28]=[CH:27][CH:26]=[CH:25][CH:24]=1.[Na], predict the reaction product. The product is: [C:1]([O:5][C:6](=[O:22])[NH:7][C@H:8]([CH2:12][C:13]1[CH:18]=[C:17]([F:19])[C:16]([F:20])=[CH:15][C:14]=1[F:21])[CH2:9][CH2:10][N:31]1[CH2:32][CH2:33][CH2:34][CH:29]([C:23]2[CH:28]=[CH:27][CH:26]=[CH:25][CH:24]=2)[CH2:30]1)([CH3:4])([CH3:3])[CH3:2]. (9) Given the reactants C[O:2][C:3]1[C:20]([O:21]C)=[CH:19][C:6]2[S:7][C:8]([C:11]([N:13]3[CH2:18][CH2:17][O:16][CH2:15][CH2:14]3)=[O:12])=[C:9]([CH3:10])[C:5]=2[CH:4]=1.CO, predict the reaction product. The product is: [OH:2][C:3]1[C:20]([OH:21])=[CH:19][C:6]2[S:7][C:8]([C:11]([N:13]3[CH2:14][CH2:15][O:16][CH2:17][CH2:18]3)=[O:12])=[C:9]([CH3:10])[C:5]=2[CH:4]=1.